Dataset: Catalyst prediction with 721,799 reactions and 888 catalyst types from USPTO. Task: Predict which catalyst facilitates the given reaction. (1) Reactant: C([O:4][C:5]1[CH:25]=[CH:24][C:8]([CH:9]2[CH2:18][C:17]3[C:12](=[CH:13][C:14]([O:19]C(=O)C)=[CH:15][CH:16]=3)[O:11][CH:10]2[CH3:23])=[CH:7][CH:6]=1)(=O)C.[OH-].[K+].C(O)(=O)C. Product: [OH:4][C:5]1[CH:25]=[CH:24][C:8]([CH:9]2[CH2:18][C:17]3[C:12](=[CH:13][C:14]([OH:19])=[CH:15][CH:16]=3)[O:11][CH:10]2[CH3:23])=[CH:7][CH:6]=1. The catalyst class is: 24. (2) Reactant: [CH2:1]([C:8]1[CH:49]=[CH:48][C:11]([C:12]([NH:14][C@@H:15]([CH2:23][CH2:24][CH2:25][NH:26][C:27]([NH:29]S(C2C(C)=C3C(=C(C)C=2C)OC(C)(C)CC3)(=O)=O)=[NH:28])[C:16]([O:18]C(C)(C)C)=[O:17])=[O:13])=[CH:10][CH:9]=1)[C:2]1[CH:7]=[CH:6][CH:5]=[CH:4][CH:3]=1.[C:50]([OH:56])([C:52]([F:55])([F:54])[F:53])=[O:51].C([SiH](CC)CC)C. Product: [CH2:1]([C:8]1[CH:49]=[CH:48][C:11]([C:12]([NH:14][C@@H:15]([CH2:23][CH2:24][CH2:25][NH:26][C:27]([NH2:29])=[NH:28])[C:16]([OH:18])=[O:17])=[O:13])=[CH:10][CH:9]=1)[C:2]1[CH:3]=[CH:4][CH:5]=[CH:6][CH:7]=1.[C:50]([OH:56])([C:52]([F:55])([F:54])[F:53])=[O:51]. The catalyst class is: 6. (3) Reactant: [CH3:1][O:2][C:3]1[C:12]([NH:13][C:14]([N:16]2[CH2:21][CH2:20][N:19]([C:22]3[CH:27]=[C:26]([CH3:28])[CH:25]=[C:24]([CH3:29])[CH:23]=3)[CH2:18][CH2:17]2)=[O:15])=[CH:11][C:10]2[C:5](=[CH:6][CH:7]=[CH:8][CH:9]=2)[CH:4]=1.[H-].[Na+].[CH3:32]I. Product: [CH3:1][O:2][C:3]1[C:12]([N:13]([CH3:32])[C:14]([N:16]2[CH2:21][CH2:20][N:19]([C:22]3[CH:23]=[C:24]([CH3:29])[CH:25]=[C:26]([CH3:28])[CH:27]=3)[CH2:18][CH2:17]2)=[O:15])=[CH:11][C:10]2[C:5](=[CH:6][CH:7]=[CH:8][CH:9]=2)[CH:4]=1. The catalyst class is: 9. (4) Reactant: [CH:1]1[N:5]2[C:6]3[C:11]([NH:12][C:13](=O)[C:4]2=[N:3][CH:2]=1)=[CH:10][CH:9]=[CH:8][CH:7]=3.C(N(CC)C1C=CC=CC=1)C.C(Cl)[Cl:27].CO. Product: [Cl:27][C:13]1[C:4]2[N:5]([CH:1]=[CH:2][N:3]=2)[C:6]2[C:11]([N:12]=1)=[CH:10][CH:9]=[CH:8][CH:7]=2. The catalyst class is: 286. (5) Reactant: Cl[C:2]([O:4][CH2:5][C:6]1[CH:11]=[CH:10][CH:9]=[CH:8][CH:7]=1)=[O:3].[O:12]=[C:13]([N:25]1[CH2:30][CH2:29][NH:28][CH2:27][CH2:26]1)[CH2:14][N:15]1[C:19](=[O:20])[C:18]2[CH:21]=[CH:22][CH:23]=[CH:24][C:17]=2[S:16]1.CCN(C(C)C)C(C)C. Product: [O:20]=[C:19]1[C:18]2[CH:21]=[CH:22][CH:23]=[CH:24][C:17]=2[S:16][N:15]1[CH2:14][C:13]([N:25]1[CH2:26][CH2:27][N:28]([C:2]([O:4][CH2:5][C:6]2[CH:11]=[CH:10][CH:9]=[CH:8][CH:7]=2)=[O:3])[CH2:29][CH2:30]1)=[O:12]. The catalyst class is: 59.